The task is: Regression. Given two drug SMILES strings and cell line genomic features, predict the synergy score measuring deviation from expected non-interaction effect.. This data is from NCI-60 drug combinations with 297,098 pairs across 59 cell lines. (1) Drug 1: C1=CC(=CC=C1CCCC(=O)O)N(CCCl)CCCl. Drug 2: C1CNP(=O)(OC1)N(CCCl)CCCl. Cell line: UO-31. Synergy scores: CSS=11.3, Synergy_ZIP=-3.04, Synergy_Bliss=-2.74, Synergy_Loewe=-10.3, Synergy_HSA=-3.93. (2) Drug 1: CN1C(=O)N2C=NC(=C2N=N1)C(=O)N. Drug 2: COC1=C2C(=CC3=C1OC=C3)C=CC(=O)O2. Cell line: HCT116. Synergy scores: CSS=-1.86, Synergy_ZIP=-0.540, Synergy_Bliss=-0.107, Synergy_Loewe=-1.88, Synergy_HSA=0.0958.